Dataset: Catalyst prediction with 721,799 reactions and 888 catalyst types from USPTO. Task: Predict which catalyst facilitates the given reaction. (1) Reactant: C1(P(=O)(C2C=CC=CC=2)C2C=CC=CC=2)C=CC=CC=1.FC(F)(F)S(OS(C(F)(F)F)(=O)=O)(=O)=O.C([S:43][C:44]([CH3:81])([CH2:74][N:75]1[CH2:80][CH2:79][S:78][CH2:77][CH2:76]1)[CH2:45][NH:46][C:47]([C:49]1[NH:50][C:51]2[C:56]([CH:57]=1)=[CH:55][C:54]([O:58][CH2:59][CH2:60][O:61][CH3:62])=[CH:53][C:52]=2[N:63]([CH3:73])[S:64]([C:67]1[CH:72]=[CH:71][CH:70]=[CH:69][N:68]=1)(=[O:66])=[O:65])=O)C1C=CC=CC=1.C1(SC)C=CC=CC=1.C(=O)(O)[O-].[Na+]. Product: [CH3:62][O:61][CH2:60][CH2:59][O:58][C:54]1[CH:55]=[C:56]2[C:51](=[C:52]([N:63]([CH3:73])[S:64]([C:67]3[CH:72]=[CH:71][CH:70]=[CH:69][N:68]=3)(=[O:66])=[O:65])[CH:53]=1)[NH:50][C:49]([C:47]1[S:43][C:44]([CH3:81])([CH2:74][N:75]3[CH2:76][CH2:77][S:78][CH2:79][CH2:80]3)[CH2:45][N:46]=1)=[CH:57]2. The catalyst class is: 4. (2) Reactant: [Cl:1][C:2]1[CH:7]=[CH:6][C:5]([CH:8]([CH:11]([OH:13])[CH3:12])[C:9]#[N:10])=[CH:4][CH:3]=1.[CH3:14][C:15](C)=[O:16]. Product: [C:15]([O:13][CH:11]([CH3:12])[CH:8]([C:5]1[CH:4]=[CH:3][C:2]([Cl:1])=[CH:7][CH:6]=1)[C:9]#[N:10])(=[O:16])[CH3:14]. The catalyst class is: 81. (3) Product: [N:35]([CH2:24][CH2:23][CH2:22][N:8]([C:4]1[CH:5]=[CH:6][CH:7]=[C:2]([Cl:1])[CH:3]=1)[CH:9]1[CH2:14][CH2:13][CH2:12][N:11]([C:15]([O:17][C:18]([CH3:21])([CH3:20])[CH3:19])=[O:16])[CH2:10]1)=[N+:36]=[N-:37]. The catalyst class is: 84. Reactant: [Cl:1][C:2]1[CH:3]=[C:4]([N:8]([CH2:22][CH2:23][CH2:24]OS(C)(=O)=O)[CH:9]2[CH2:14][CH2:13][CH2:12][N:11]([C:15]([O:17][C:18]([CH3:21])([CH3:20])[CH3:19])=[O:16])[CH2:10]2)[CH:5]=[CH:6][CH:7]=1.CN(C=O)C.[N-:35]=[N+:36]=[N-:37].[Na+]. (4) Reactant: C([N:8]1[CH2:13][CH2:12][N:11]([C:14]2[C:22]3[O:21][CH2:20][CH2:19][C:18]=3[CH:17]=[C:16]([F:23])[CH:15]=2)[CH2:10][CH2:9]1)C1C=CC=CC=1.C([O-])=O.[NH4+]. Product: [F:23][C:16]1[CH:15]=[C:14]([N:11]2[CH2:12][CH2:13][NH:8][CH2:9][CH2:10]2)[C:22]2[O:21][CH2:20][CH2:19][C:18]=2[CH:17]=1. The catalyst class is: 63.